This data is from Catalyst prediction with 721,799 reactions and 888 catalyst types from USPTO. The task is: Predict which catalyst facilitates the given reaction. (1) Reactant: C([O:5][C:6]([CH:8]1[NH:20][CH2:19][C:17]2=[C:18]3[C:13](=[C:14]([C:21]([NH:23][CH2:24][C:25]4[CH:33]=[CH:32][C:28]([C:29](O)=[O:30])=[CH:27][CH:26]=4)=[O:22])[CH:15]=[CH:16]2)[CH:12]=[CH:11][N:10]3[CH2:9]1)=[O:7])(C)(C)C.CN(C(ON1N=N[C:44]2[CH:45]=CC=[CH:48][C:43]1=2)=[N+](C)C)C.F[P-](F)(F)(F)(F)F.CN(C1C=CC=CN=1)C.[NH2:67][O:68][CH:69]1[CH2:74][CH2:73][CH2:72][CH2:71][O:70]1.O1CCCCC1ON. Product: [O:70]1[CH2:71][CH2:72][CH2:73][CH2:74][CH:69]1[O:68][NH:67][C:29]([C:28]1[CH:32]=[CH:33][C:25]([CH2:24][NH:23][C:21]([C:14]2[CH:15]=[CH:16][C:17]3[CH2:19][NH:20][CH:8]([C:6]([O:5][CH2:48][CH2:43][CH2:44][CH3:45])=[O:7])[CH2:9][N:10]4[C:18]=3[C:13]=2[CH:12]=[CH:11]4)=[O:22])=[CH:26][CH:27]=1)=[O:30]. The catalyst class is: 3. (2) Reactant: [Br:1][C:2]1[C:3]([CH3:10])=[CH:4][C:5]([CH:8]=O)=[N:6][CH:7]=1.Cl.[NH2:12][OH:13].C([O-])(=O)C.[Na+]. Product: [Br:1][C:2]1[C:3]([CH3:10])=[CH:4][C:5]([CH:8]=[N:12][OH:13])=[N:6][CH:7]=1. The catalyst class is: 88. (3) Reactant: [Br:1][C:2]1[CH:3]=[C:4]([N+:29]([O-])=O)[C:5]([CH:8](C(OCC2C=CC=CC=2)=O)[C:9](OCC2C=CC=CC=2)=[O:10])=[N:6][CH:7]=1. Product: [Br:1][C:2]1[CH:3]=[C:4]2[NH:29][C:9](=[O:10])[CH2:8][C:5]2=[N:6][CH:7]=1. The catalyst class is: 180. (4) Reactant: [Cl:1][C:2]1[CH:16]=[CH:15][C:5]([CH2:6][O:7][C:8]2[CH:13]=[CH:12][NH:11][C:10](=[O:14])[CH:9]=2)=[CH:4][CH:3]=1.Br[C:18]1[CH:19]=[CH:20][C:21]2[N:22]([C:24]([CH3:30])=[C:25]([CH:27]3[CH2:29][CH2:28]3)[N:26]=2)[N:23]=1.CNCCNC.C(=O)([O-])[O-].[K+].[K+].N. Product: [Cl:1][C:2]1[CH:16]=[CH:15][C:5]([CH2:6][O:7][C:8]2[CH:13]=[CH:12][N:11]([C:18]3[CH:19]=[CH:20][C:21]4[N:22]([C:24]([CH3:30])=[C:25]([CH:27]5[CH2:29][CH2:28]5)[N:26]=4)[N:23]=3)[C:10](=[O:14])[CH:9]=2)=[CH:4][CH:3]=1. The catalyst class is: 419. (5) Reactant: [CH:1]1([CH2:4][O:5][C:6]2[CH:28]=[CH:27][C:9]3[N:10]=[C:11]([C:13]4[N:18]=[CH:17][C:16]([C:19]#[C:20][C@@H:21]([NH:23][C:24](=[O:26])[CH3:25])[CH3:22])=[CH:15][CH:14]=4)[O:12][C:8]=3[CH:7]=2)[CH2:3][CH2:2]1.CO. Product: [CH:1]1([CH2:4][O:5][C:6]2[CH:28]=[CH:27][C:9]3[N:10]=[C:11]([C:13]4[N:18]=[CH:17][C:16]([CH2:19][CH2:20][C@@H:21]([NH:23][C:24](=[O:26])[CH3:25])[CH3:22])=[CH:15][CH:14]=4)[O:12][C:8]=3[CH:7]=2)[CH2:3][CH2:2]1. The catalyst class is: 354.